Dataset: NCI-60 drug combinations with 297,098 pairs across 59 cell lines. Task: Regression. Given two drug SMILES strings and cell line genomic features, predict the synergy score measuring deviation from expected non-interaction effect. (1) Drug 1: CC1=C(N=C(N=C1N)C(CC(=O)N)NCC(C(=O)N)N)C(=O)NC(C(C2=CN=CN2)OC3C(C(C(C(O3)CO)O)O)OC4C(C(C(C(O4)CO)O)OC(=O)N)O)C(=O)NC(C)C(C(C)C(=O)NC(C(C)O)C(=O)NCCC5=NC(=CS5)C6=NC(=CS6)C(=O)NCCC[S+](C)C)O. Drug 2: N.N.Cl[Pt+2]Cl. Cell line: NCI-H322M. Synergy scores: CSS=2.67, Synergy_ZIP=-0.648, Synergy_Bliss=-0.00318, Synergy_Loewe=-1.52, Synergy_HSA=-0.999. (2) Drug 1: CC12CCC(CC1=CCC3C2CCC4(C3CC=C4C5=CN=CC=C5)C)O. Drug 2: C1=C(C(=O)NC(=O)N1)F. Cell line: OVCAR-8. Synergy scores: CSS=40.9, Synergy_ZIP=1.04, Synergy_Bliss=0.798, Synergy_Loewe=0.174, Synergy_HSA=2.13. (3) Drug 1: C1=CC(=C2C(=C1NCCNCCO)C(=O)C3=C(C=CC(=C3C2=O)O)O)NCCNCCO. Drug 2: C(CC(=O)O)C(=O)CN.Cl. Cell line: DU-145. Synergy scores: CSS=65.7, Synergy_ZIP=1.65, Synergy_Bliss=-2.83, Synergy_Loewe=-22.5, Synergy_HSA=-0.701. (4) Drug 1: C1=CC(=CC=C1CCC2=CNC3=C2C(=O)NC(=N3)N)C(=O)NC(CCC(=O)O)C(=O)O. Drug 2: CC(C)NC(=O)C1=CC=C(C=C1)CNNC.Cl. Cell line: HT29. Synergy scores: CSS=31.1, Synergy_ZIP=5.29, Synergy_Bliss=-1.52, Synergy_Loewe=-26.8, Synergy_HSA=-3.59. (5) Drug 1: C1=CN(C(=O)N=C1N)C2C(C(C(O2)CO)O)O.Cl. Drug 2: CS(=O)(=O)CCNCC1=CC=C(O1)C2=CC3=C(C=C2)N=CN=C3NC4=CC(=C(C=C4)OCC5=CC(=CC=C5)F)Cl. Cell line: TK-10. Synergy scores: CSS=18.1, Synergy_ZIP=-6.63, Synergy_Bliss=0.302, Synergy_Loewe=-5.91, Synergy_HSA=2.02. (6) Drug 1: CCN(CC)CCNC(=O)C1=C(NC(=C1C)C=C2C3=C(C=CC(=C3)F)NC2=O)C. Drug 2: CC1CCCC2(C(O2)CC(NC(=O)CC(C(C(=O)C(C1O)C)(C)C)O)C(=CC3=CSC(=N3)C)C)C. Cell line: SF-539. Synergy scores: CSS=58.4, Synergy_ZIP=3.74, Synergy_Bliss=4.64, Synergy_Loewe=-24.6, Synergy_HSA=5.09. (7) Drug 1: CN1C(=O)N2C=NC(=C2N=N1)C(=O)N. Drug 2: C(CN)CNCCSP(=O)(O)O. Cell line: 786-0. Synergy scores: CSS=0.438, Synergy_ZIP=2.85, Synergy_Bliss=3.99, Synergy_Loewe=2.39, Synergy_HSA=2.32. (8) Drug 1: CC1CCC2CC(C(=CC=CC=CC(CC(C(=O)C(C(C(=CC(C(=O)CC(OC(=O)C3CCCCN3C(=O)C(=O)C1(O2)O)C(C)CC4CCC(C(C4)OC)OCCO)C)C)O)OC)C)C)C)OC. Drug 2: CC1=C(C(=O)C2=C(C1=O)N3CC4C(C3(C2COC(=O)N)OC)N4)N. Cell line: NCI-H226. Synergy scores: CSS=17.4, Synergy_ZIP=-6.30, Synergy_Bliss=-2.29, Synergy_Loewe=-4.80, Synergy_HSA=-3.51. (9) Cell line: HCT-15. Drug 1: C1=CN(C(=O)N=C1N)C2C(C(C(O2)CO)O)O.Cl. Synergy scores: CSS=52.5, Synergy_ZIP=-6.43, Synergy_Bliss=-7.08, Synergy_Loewe=-55.7, Synergy_HSA=-1.72. Drug 2: C(CC(=O)O)C(=O)CN.Cl.